From a dataset of Catalyst prediction with 721,799 reactions and 888 catalyst types from USPTO. Predict which catalyst facilitates the given reaction. Reactant: [CH:1]([C:3]1[S:4][CH:5]=[C:6]2[O:11][CH2:10][CH2:9][O:8][C:7]=12)=[O:2].[BH4-].[Na+].[OH-].[Na+]. Product: [OH:2][CH2:1][C:3]1[S:4][CH:5]=[C:6]2[O:11][CH2:10][CH2:9][O:8][C:7]=12. The catalyst class is: 98.